This data is from Forward reaction prediction with 1.9M reactions from USPTO patents (1976-2016). The task is: Predict the product of the given reaction. (1) Given the reactants [N+:1]([C:4]1[CH:5]=[C:6]2[C:11](=[CH:12][CH:13]=1)[N:10]=[CH:9][N:8]=[C:7]2[NH:14][C:15]1[C:20]([F:21])=[CH:19][C:18]([Cl:22])=[C:17]([Cl:23])[CH:16]=1)([O-])=O.C(O)C.C(O)(C)C.O.NN, predict the reaction product. The product is: [NH2:1][C:4]1[CH:5]=[C:6]2[C:11](=[CH:12][CH:13]=1)[N:10]=[CH:9][N:8]=[C:7]2[NH:14][C:15]1[C:20]([F:21])=[CH:19][C:18]([Cl:22])=[C:17]([Cl:23])[CH:16]=1. (2) Given the reactants [CH3:1][NH:2][CH:3]1[CH2:8][CH2:7][N:6]([C:9]([O:11][C:12]([CH3:15])([CH3:14])[CH3:13])=[O:10])[CH2:5][CH2:4]1.C(N(CC)C(C)C)(C)C.[C:25]([Cl:28])(Cl)=[O:26], predict the reaction product. The product is: [Cl:28][C:25]([N:2]([CH3:1])[CH:3]1[CH2:4][CH2:5][N:6]([C:9]([O:11][C:12]([CH3:14])([CH3:13])[CH3:15])=[O:10])[CH2:7][CH2:8]1)=[O:26]. (3) Given the reactants [N+](=[CH:3][C:4](=[O:13])[CH2:5][C:6]1[CH:11]=[CH:10][C:9]([I:12])=[CH:8][CH:7]=1)=[N-].[BrH:14].C(=O)(O)[O-].[Na+], predict the reaction product. The product is: [Br:14][CH2:3][C:4](=[O:13])[CH2:5][C:6]1[CH:11]=[CH:10][C:9]([I:12])=[CH:8][CH:7]=1. (4) Given the reactants [CH2:1]([C:5]1[C:13]2[C:8](=[CH:9][C:10]([C:14]([F:17])([F:16])[F:15])=[CH:11][CH:12]=2)[NH:7][CH:6]=1)[CH:2]([CH3:4])[CH3:3].Br[C:19]1[S:20][CH:21]=[C:22]([C:24]([O:26][CH2:27][CH3:28])=[O:25])[N:23]=1.P([O-])([O-])([O-])=O.[K+].[K+].[K+].CN[C@@H]1CCCC[C@H]1NC, predict the reaction product. The product is: [CH2:1]([C:5]1[C:13]2[C:8](=[CH:9][C:10]([C:14]([F:17])([F:15])[F:16])=[CH:11][CH:12]=2)[N:7]([C:19]2[S:20][CH:21]=[C:22]([C:24]([O:26][CH2:27][CH3:28])=[O:25])[N:23]=2)[CH:6]=1)[CH:2]([CH3:4])[CH3:3]. (5) Given the reactants C1(N([C@H]2CC[C@H](CC)CC2)[C:7](=[O:19])[NH:8][C:9]2[S:10][C:11]([S:14][CH2:15][C:16]([OH:18])=[O:17])=[CH:12][N:13]=2)CCCC1.[CH:28]1([NH:34][CH:35]2[CH2:40][CH2:39][CH:38]([C:41]3[CH:46]=[CH:45][CH:44]=[CH:43][CH:42]=3)[CH2:37][CH2:36]2)[CH2:33][CH2:32][CH2:31][CH2:30][CH2:29]1.C(OC(=O)CSC1SC(N)=NC=1)C, predict the reaction product. The product is: [CH:28]1([N:34]([C@H:35]2[CH2:36][CH2:37][C@H:38]([C:41]3[CH:42]=[CH:43][CH:44]=[CH:45][CH:46]=3)[CH2:39][CH2:40]2)[C:7](=[O:19])[NH:8][C:9]2[S:10][C:11]([S:14][CH2:15][C:16]([OH:18])=[O:17])=[CH:12][N:13]=2)[CH2:29][CH2:30][CH2:31][CH2:32][CH2:33]1.